Dataset: Reaction yield outcomes from USPTO patents with 853,638 reactions. Task: Predict the reaction yield, written as a fraction of the theoretical maximum amount of product (1.0 means a 100% yield; for example, 0.34 means a 34% yield). The reactants are Br[C:2]1[CH:3]=[C:4]2[C:8](=[CH:9][CH:10]=1)[NH:7][CH:6]=[C:5]2[C:11]#[N:12].[C:13]([O-:16])(=[O:15])C.[Na+].[CH2:18](O)[CH3:19]. No catalyst specified. The product is [C:11]([C:5]1[C:4]2[C:8](=[CH:9][CH:10]=[C:2]([C:13]([O:16][CH2:18][CH3:19])=[O:15])[CH:3]=2)[NH:7][CH:6]=1)#[N:12]. The yield is 0.410.